This data is from Full USPTO retrosynthesis dataset with 1.9M reactions from patents (1976-2016). The task is: Predict the reactants needed to synthesize the given product. (1) Given the product [OH:1][C:2]1[CH:10]=[CH:9][C:5]([C:6]([O:8][C:6](=[O:7])[C:5]2[CH:9]=[CH:10][C:2]([OH:1])=[CH:3][CH:4]=2)=[O:7])=[CH:4][CH:3]=1, predict the reactants needed to synthesize it. The reactants are: [OH:1][C:2]1[CH:10]=[CH:9][C:5]([C:6]([OH:8])=[O:7])=[CH:4][CH:3]=1. (2) Given the product [C:7]([C:1]1[CH:6]=[CH:5][CH:4]=[CH:3][CH:2]=1)([CH2:10][CH3:11])([CH3:9])[CH3:8], predict the reactants needed to synthesize it. The reactants are: [C:1]1([CH:7]([CH3:9])[CH3:8])[CH:6]=[CH:5][CH:4]=[CH:3][CH:2]=1.[CH2:10]=[CH2:11]. (3) Given the product [C:1]([O:5][C@@H:6]([C:12]1[C:32]([CH3:33])=[CH:31][C:15]2[N:16]=[C:17]([C:19]3[CH:24]=[CH:23][N:22]=[C:21]([N:25]4[CH2:30][CH2:29][O:28][CH2:27][CH2:26]4)[CH:20]=3)[S:18][C:14]=2[C:13]=1[C:34]1[CH:35]=[CH:36][C:37]([Cl:40])=[CH:38][CH:39]=1)[C:7]([OH:9])=[O:8])([CH3:4])([CH3:2])[CH3:3], predict the reactants needed to synthesize it. The reactants are: [C:1]([O:5][C@@H:6]([C:12]1[C:32]([CH3:33])=[CH:31][C:15]2[N:16]=[C:17]([C:19]3[CH:24]=[CH:23][N:22]=[C:21]([N:25]4[CH2:30][CH2:29][O:28][CH2:27][CH2:26]4)[CH:20]=3)[S:18][C:14]=2[C:13]=1[C:34]1[CH:39]=[CH:38][C:37]([Cl:40])=[CH:36][CH:35]=1)[C:7]([O:9]CC)=[O:8])([CH3:4])([CH3:3])[CH3:2].CN(C=O)C. (4) Given the product [CH3:1][C:2]1[CH:7]=[C:6]([CH3:8])[NH:5][C:4](=[O:9])[C:3]=1[CH2:10][NH:11][C:12]([C:14]1[C:15]([CH3:37])=[C:16]([C:19]2[CH:20]=[N:21][N:22]([CH:24]3[CH2:25][CH2:26][NH:27][CH2:28][CH2:29]3)[CH:23]=2)[S:17][CH:18]=1)=[O:13], predict the reactants needed to synthesize it. The reactants are: [CH3:1][C:2]1[CH:7]=[C:6]([CH3:8])[NH:5][C:4](=[O:9])[C:3]=1[CH2:10][NH:11][C:12]([C:14]1[C:15]([CH3:37])=[C:16]([C:19]2[CH:20]=[N:21][N:22]([CH:24]3[CH2:29][CH2:28][N:27](C(OC(C)(C)C)=O)[CH2:26][CH2:25]3)[CH:23]=2)[S:17][CH:18]=1)=[O:13].Cl. (5) Given the product [O:1]1[C:5]2[CH:6]=[CH:7][CH:8]=[CH:9][C:4]=2[C:3]([C:10](=[O:13])[CH3:11])=[CH:2]1, predict the reactants needed to synthesize it. The reactants are: [O:1]1[C:5]2[CH:6]=[CH:7][CH:8]=[CH:9][C:4]=2[C:3]([C:10](=[O:13])[CH2:11]Br)=[CH:2]1.C([SnH](CCCC)CCCC)CCC.N(C(C)(C)C#N)=NC(C)(C)C#N. (6) Given the product [N:28]1([CH2:27][CH2:26][N:23]2[CH2:22][CH2:21][NH:20][CH2:25][CH2:24]2)[CH2:29][CH2:30][CH2:31][CH2:32][CH2:33]1, predict the reactants needed to synthesize it. The reactants are: ClC1C=C(Cl)C=CC=1CNC1C(C2C=CC(F)=CC=2F)=CN=C([N:20]2[CH2:25][CH2:24][N:23]([CH2:26][CH2:27][N:28]3[CH2:33][CH2:32][CH2:31][CH2:30][CH2:29]3)[CH2:22][CH2:21]2)N=1.ClC1N=C(NCC2C=CC(Cl)=CC=2Cl)C(C2C=CC(F)=CC=2F)=CN=1. (7) Given the product [C:13]1([CH:7]([C:1]2[CH:2]=[CH:3][CH:4]=[CH:5][CH:6]=2)[N:8]2[CH2:11][CH:10]([O:12][C:22]3[CH:27]=[CH:26][C:25]([N+:28]([O-:30])=[O:29])=[CH:24][CH:23]=3)[CH2:9]2)[CH:14]=[CH:15][CH:16]=[CH:17][CH:18]=1, predict the reactants needed to synthesize it. The reactants are: [C:1]1([CH:7]([C:13]2[CH:18]=[CH:17][CH:16]=[CH:15][CH:14]=2)[N:8]2[CH2:11][CH:10]([OH:12])[CH2:9]2)[CH:6]=[CH:5][CH:4]=[CH:3][CH:2]=1.[H-].[Na+].F[C:22]1[CH:27]=[CH:26][C:25]([N+:28]([O-:30])=[O:29])=[CH:24][CH:23]=1.O.